From a dataset of Catalyst prediction with 721,799 reactions and 888 catalyst types from USPTO. Predict which catalyst facilitates the given reaction. Reactant: [C:1]1([C:7]2[S:11][C:10]([NH2:12])=[N:9][N:8]=2)[CH:6]=[CH:5][CH:4]=[CH:3][CH:2]=1.[N+:13]([C:16]1[CH:21]=[CH:20][C:19]([S:22](Cl)(=[O:24])=[O:23])=[CH:18][CH:17]=1)([O-:15])=[O:14]. Product: [N+:13]([C:16]1[CH:17]=[CH:18][C:19]([S:22]([NH:12][C:10]2[S:11][C:7]([C:1]3[CH:2]=[CH:3][CH:4]=[CH:5][CH:6]=3)=[N:8][N:9]=2)(=[O:24])=[O:23])=[CH:20][CH:21]=1)([O-:15])=[O:14]. The catalyst class is: 383.